Dataset: Forward reaction prediction with 1.9M reactions from USPTO patents (1976-2016). Task: Predict the product of the given reaction. Given the reactants [CH:1]([C:4]1[CH:9]=[CH:8][C:7]([N:10]2[C:14](=[O:15])[CH2:13][N:12]([C:16]3[CH:17]=[C:18]([CH:23]=[CH:24][CH:25]=3)[C:19]([O:21]C)=[O:20])[C:11]2=[O:26])=[CH:6][CH:5]=1)([CH3:3])[CH3:2].[I-].[Li+], predict the reaction product. The product is: [CH:1]([C:4]1[CH:5]=[CH:6][C:7]([N:10]2[C:14](=[O:15])[CH2:13][N:12]([C:16]3[CH:17]=[C:18]([CH:23]=[CH:24][CH:25]=3)[C:19]([OH:21])=[O:20])[C:11]2=[O:26])=[CH:8][CH:9]=1)([CH3:3])[CH3:2].